This data is from Forward reaction prediction with 1.9M reactions from USPTO patents (1976-2016). The task is: Predict the product of the given reaction. (1) Given the reactants [CH2:1]([O:5][CH2:6][CH2:7][O:8][C:9]1[CH:14]=[CH:13][C:12]([C:15]2[CH:16]=[CH:17][C:18]3[N:24]([CH2:25][CH:26]([CH3:28])[CH3:27])[CH2:23][CH2:22][C:21]([C:29]([NH:31][C:32]4[CH:37]=[CH:36][C:35]([S:38][C:39]5[N:40]([CH3:44])[CH:41]=[CH:42][N:43]=5)=[CH:34][CH:33]=4)=[O:30])=[CH:20][C:19]=3[CH:45]=2)=[CH:11][CH:10]=1)[CH2:2][CH2:3][CH3:4].ClC1C=CC=C(C(OO)=[O:54])C=1, predict the reaction product. The product is: [CH2:1]([O:5][CH2:6][CH2:7][O:8][C:9]1[CH:10]=[CH:11][C:12]([C:15]2[CH:16]=[CH:17][C:18]3[N:24]([CH2:25][CH:26]([CH3:27])[CH3:28])[CH2:23][CH2:22][C:21]([C:29]([NH:31][C:32]4[CH:33]=[CH:34][C:35]([S:38]([C:39]5[N:40]([CH3:44])[CH:41]=[CH:42][N:43]=5)=[O:54])=[CH:36][CH:37]=4)=[O:30])=[CH:20][C:19]=3[CH:45]=2)=[CH:13][CH:14]=1)[CH2:2][CH2:3][CH3:4]. (2) Given the reactants Br[CH2:2][CH2:3][CH2:4][CH2:5][CH2:6][C:7]([O:9][CH2:10][CH3:11])=[O:8].[I-:12].[Na+], predict the reaction product. The product is: [I:12][CH2:2][CH2:3][CH2:4][CH2:5][CH2:6][C:7]([O:9][CH2:10][CH3:11])=[O:8]. (3) Given the reactants Br[C:2]1[C:7](=[O:8])[N:6]([CH2:9][C:10]2[CH:15]=[CH:14][C:13]([C:16]3[C:17]([C:22]#[N:23])=[CH:18][CH:19]=[CH:20][CH:21]=3)=[CH:12][CH:11]=2)[C:5]([CH2:24][CH2:25][CH3:26])=[N:4][C:3]=1[CH2:27][CH3:28].[CH2:29]([O:32][C:33]1[CH:38]=[CH:37][C:36](B(O)O)=[CH:35][CH:34]=1)[CH2:30][CH3:31].C(=O)([O-])[O-].[Cs+].[Cs+], predict the reaction product. The product is: [CH2:27]([C:3]1[N:4]=[C:5]([CH2:24][CH2:25][CH3:26])[N:6]([CH2:9][C:10]2[CH:11]=[CH:12][C:13]([C:16]3[C:17]([C:22]#[N:23])=[CH:18][CH:19]=[CH:20][CH:21]=3)=[CH:14][CH:15]=2)[C:7](=[O:8])[C:2]=1[C:36]1[CH:37]=[CH:38][C:33]([O:32][CH2:29][CH2:30][CH3:31])=[CH:34][CH:35]=1)[CH3:28]. (4) Given the reactants FC(F)(F)C(O)=O.[CH2:8]([N:10]([CH2:63][CH3:64])[CH2:11][CH2:12][CH2:13][NH:14][C:15]([C:17]1[CH:22]=[CH:21][C:20]([C:23]2[CH:28]=[CH:27][C:26]([CH2:29][C@H:30]([NH:44][C:45]([C@H:47]3[CH2:52][CH2:51][C@H:50]([CH2:53][NH:54]C(=O)OC(C)(C)C)[CH2:49][CH2:48]3)=[O:46])[C:31](=[O:43])[NH:32][C:33]3[CH:41]=[C:40]4[C:36]([C:37](=[O:42])[NH:38][NH:39]4)=[CH:35][CH:34]=3)=[CH:25][CH:24]=2)=[C:19]([CH3:62])[CH:18]=1)=[O:16])[CH3:9].[ClH:65], predict the reaction product. The product is: [ClH:65].[NH2:54][CH2:53][C@H:50]1[CH2:49][CH2:48][C@H:47]([C:45]([NH:44][C@H:30]([C:31](=[O:43])[NH:32][C:33]2[CH:41]=[C:40]3[C:36]([C:37](=[O:42])[NH:38][NH:39]3)=[CH:35][CH:34]=2)[CH2:29][C:26]2[CH:25]=[CH:24][C:23]([C:20]3[CH:21]=[CH:22][C:17]([C:15]([NH:14][CH2:13][CH2:12][CH2:11][N:10]([CH2:8][CH3:9])[CH2:63][CH3:64])=[O:16])=[CH:18][C:19]=3[CH3:62])=[CH:28][CH:27]=2)=[O:46])[CH2:52][CH2:51]1. (5) Given the reactants [CH3:1][C@@:2]12[C@@H:10]([OH:11])[CH2:9][CH2:8][C@H:7]1[C@@H:6]1[CH2:12][CH2:13][C:14]3[C@@H:20]([C@H:5]1[CH2:4][CH2:3]2)[CH2:19][CH2:18][C:16](=[O:17])[CH:15]=3.CCCCCCCC(C([NH3+])(C(CCCCCCC)=O)C(CCCCCCC)=O)=O.[Cl-], predict the reaction product. The product is: [OH:11][C@H:10]1[CH2:9][CH2:8][C@H:7]2[C@H:6]3[C@H:5]([CH2:4][CH2:3][C@:2]12[CH3:1])[C@@H:20]1[C@@H:14]([CH2:15][C:16](=[O:17])[CH2:18][CH2:19]1)[CH2:13][CH2:12]3. (6) Given the reactants Cl[C:2]1[N:7]=[C:6]([C:8]2[CH:13]=[CH:12][N:11]=[CH:10][CH:9]=2)[N:5]=[C:4]2[N:14]([CH3:17])[N:15]=[CH:16][C:3]=12.[NH2:18][C:19]1[CH:20]=[C:21]([CH:35]=[CH:36][C:37]=1[CH3:38])[C:22]([NH:24][C:25]1[CH:30]=[CH:29][CH:28]=[C:27]([C:31]([F:34])([F:33])[F:32])[CH:26]=1)=[O:23], predict the reaction product. The product is: [CH3:38][C:37]1[CH:36]=[CH:35][C:21]([C:22]([NH:24][C:25]2[CH:30]=[CH:29][CH:28]=[C:27]([C:31]([F:32])([F:33])[F:34])[CH:26]=2)=[O:23])=[CH:20][C:19]=1[NH:18][C:2]1[N:7]=[C:6]([C:8]2[CH:13]=[CH:12][N:11]=[CH:10][CH:9]=2)[N:5]=[C:4]2[N:14]([CH3:17])[N:15]=[CH:16][C:3]=12.